This data is from Catalyst prediction with 721,799 reactions and 888 catalyst types from USPTO. The task is: Predict which catalyst facilitates the given reaction. Reactant: [Cl:1][C:2]1[C:3]([F:45])=[C:4]([C@@H:8]2[C@:12]([C:15]3[CH:20]=[CH:19][C:18]([Cl:21])=[CH:17][C:16]=3[F:22])([C:13]#[N:14])[C@H:11]([CH2:23][C:24]([CH3:27])([CH3:26])[CH3:25])[NH:10][C@H:9]2[C:28]([NH:30][C:31]2[CH:39]=[CH:38][C:34]([C:35]([OH:37])=[O:36])=[CH:33][C:32]=2[O:40][C:41](F)(F)F)=[O:29])[CH:5]=[CH:6][CH:7]=1.[CH3:46][C:47]([OH:49])=[O:48].C(O[BH-](O[C:60](=O)[CH3:61])OC(=O)C)(=O)C.[Na+].[Li+].[OH-].[CH2:66]1[CH2:70]OC[CH2:67]1. Product: [Cl:1][C:2]1[C:3]([F:45])=[C:4]([C@H:8]2[C@H:9]3[N:10]([C@H:67]([C@H:66]4[CH2:70][C@@H:46]4[C:47]([O:49][CH2:60][CH3:61])=[O:48])[N:30]([C:31]4[CH:39]=[CH:38][C:34]([C:35]([OH:37])=[O:36])=[CH:33][C:32]=4[O:40][CH3:41])[C:28]3=[O:29])[C@@H:11]([CH2:23][C:24]([CH3:27])([CH3:25])[CH3:26])[C@@:12]2([C:15]2[CH:20]=[CH:19][C:18]([Cl:21])=[CH:17][C:16]=2[F:22])[C:13]#[N:14])[CH:5]=[CH:6][CH:7]=1. The catalyst class is: 74.